Regression. Given two drug SMILES strings and cell line genomic features, predict the synergy score measuring deviation from expected non-interaction effect. From a dataset of NCI-60 drug combinations with 297,098 pairs across 59 cell lines. (1) Drug 1: C1CCC(C1)C(CC#N)N2C=C(C=N2)C3=C4C=CNC4=NC=N3. Drug 2: CN1CCC(CC1)COC2=C(C=C3C(=C2)N=CN=C3NC4=C(C=C(C=C4)Br)F)OC. Cell line: A498. Synergy scores: CSS=16.6, Synergy_ZIP=-4.87, Synergy_Bliss=0.320, Synergy_Loewe=-4.41, Synergy_HSA=-0.0886. (2) Drug 1: CC1OCC2C(O1)C(C(C(O2)OC3C4COC(=O)C4C(C5=CC6=C(C=C35)OCO6)C7=CC(=C(C(=C7)OC)O)OC)O)O. Drug 2: C1=CC=C(C=C1)NC(=O)CCCCCCC(=O)NO. Cell line: MDA-MB-231. Synergy scores: CSS=37.7, Synergy_ZIP=7.82, Synergy_Bliss=10.7, Synergy_Loewe=11.6, Synergy_HSA=13.5. (3) Drug 1: CS(=O)(=O)C1=CC(=C(C=C1)C(=O)NC2=CC(=C(C=C2)Cl)C3=CC=CC=N3)Cl. Drug 2: CC1C(C(CC(O1)OC2CC(CC3=C2C(=C4C(=C3O)C(=O)C5=C(C4=O)C(=CC=C5)OC)O)(C(=O)CO)O)N)O.Cl. Cell line: HOP-62. Synergy scores: CSS=40.9, Synergy_ZIP=1.65, Synergy_Bliss=0.837, Synergy_Loewe=-36.9, Synergy_HSA=1.84. (4) Drug 1: C(CC(=O)O)C(=O)CN.Cl. Drug 2: C1C(C(OC1N2C=NC3=C2NC=NCC3O)CO)O. Cell line: SF-539. Synergy scores: CSS=7.00, Synergy_ZIP=-0.384, Synergy_Bliss=6.23, Synergy_Loewe=1.57, Synergy_HSA=1.87. (5) Drug 1: CC1=C2C(C(=O)C3(C(CC4C(C3C(C(C2(C)C)(CC1OC(=O)C(C(C5=CC=CC=C5)NC(=O)OC(C)(C)C)O)O)OC(=O)C6=CC=CC=C6)(CO4)OC(=O)C)OC)C)OC. Drug 2: C1C(C(OC1N2C=NC3=C2NC=NCC3O)CO)O. Cell line: BT-549. Synergy scores: CSS=55.6, Synergy_ZIP=6.80, Synergy_Bliss=5.00, Synergy_Loewe=-24.5, Synergy_HSA=6.31. (6) Drug 1: C1=CC(=C2C(=C1NCCNCCO)C(=O)C3=C(C=CC(=C3C2=O)O)O)NCCNCCO. Drug 2: C1CN(P(=O)(OC1)NCCCl)CCCl. Cell line: DU-145. Synergy scores: CSS=64.9, Synergy_ZIP=-1.19, Synergy_Bliss=-0.250, Synergy_Loewe=-64.4, Synergy_HSA=-0.740.